This data is from Catalyst prediction with 721,799 reactions and 888 catalyst types from USPTO. The task is: Predict which catalyst facilitates the given reaction. (1) Reactant: Cl[C:2]1[CH:3]=[CH:4][C:5]2[O:14][CH2:13][CH2:12][C:11]3[CH:10]=[C:9]([C:15]4[N:16]([C:20]5[CH:25]=[CH:24][C:23]([F:26])=[CH:22][C:21]=5[F:27])[N:17]=[CH:18][N:19]=4)[S:8][C:7]=3[C:6]=2[N:28]=1.[F:29][C:30]([F:39])([F:38])[CH2:31][N:32]1[CH2:37][CH2:36][NH:35][CH2:34][CH2:33]1.CC(C1C=C(C(C)C)C(C2C=CC=CC=2P(C2CCCCC2)C2CCCCC2)=C(C(C)C)C=1)C.CC(C)([O-])C. Product: [F:27][C:21]1[CH:22]=[C:23]([F:26])[CH:24]=[CH:25][C:20]=1[N:16]1[C:15]([C:9]2[S:8][C:7]3[C:6]4[N:28]=[C:2]([N:35]5[CH2:34][CH2:33][N:32]([CH2:31][C:30]([F:38])([F:39])[F:29])[CH2:37][CH2:36]5)[CH:3]=[CH:4][C:5]=4[O:14][CH2:13][CH2:12][C:11]=3[CH:10]=2)=[N:19][CH:18]=[N:17]1. The catalyst class is: 231. (2) Reactant: C[O:2][C:3]([CH:5]1[CH2:9][CH2:8][CH:7]([C:10]2[CH:15]=[CH:14][C:13]([F:16])=[CH:12][CH:11]=2)[N:6]1[S:17]([C:20]1[CH:25]=[CH:24][C:23]([CH3:26])=[CH:22][CH:21]=1)(=[O:19])=[O:18])=[O:4]. Product: [F:16][C:13]1[CH:14]=[CH:15][C:10]([CH:7]2[N:6]([S:17]([C:20]3[CH:25]=[CH:24][C:23]([CH3:26])=[CH:22][CH:21]=3)(=[O:18])=[O:19])[CH:5]([C:3]([OH:4])=[O:2])[CH2:9][CH2:8]2)=[CH:11][CH:12]=1. The catalyst class is: 500. (3) Reactant: C[O:2][C:3]([C:5]1[S:6][C:7]([C:30]#[C:31][C:32]([CH3:35])([CH3:34])[CH3:33])=[CH:8][C:9]=1[N:10]([C@H:20]1[CH2:25][CH2:24][C@H:23]([O:26][CH2:27][CH:28]=[CH2:29])[CH2:22][CH2:21]1)[C:11]([C@H:13]1[CH2:18][CH2:17][C@H:16]([CH3:19])[CH2:15][CH2:14]1)=[O:12])=[O:4].C1COCC1.O.O.[OH-].[Li+]. Product: [CH2:27]([O:26][C@H:23]1[CH2:22][CH2:21][C@H:20]([N:10]([C:11]([C@H:13]2[CH2:18][CH2:17][C@H:16]([CH3:19])[CH2:15][CH2:14]2)=[O:12])[C:9]2[CH:8]=[C:7]([C:30]#[C:31][C:32]([CH3:35])([CH3:34])[CH3:33])[S:6][C:5]=2[C:3]([OH:4])=[O:2])[CH2:25][CH2:24]1)[CH:28]=[CH2:29]. The catalyst class is: 5. (4) Reactant: [F:1][CH:2]([F:35])[O:3][C:4]1[CH:5]=[C:6]([CH:14]([N:19]2[CH2:27][C:26]3[C:21](=[C:22]([NH:28][C:29]([CH:31]4[CH2:33][CH2:32]4)=[O:30])[CH:23]=[CH:24][CH:25]=3)[C:20]2=[O:34])[CH2:15][C:16](O)=[O:17])[CH:7]=[CH:8][C:9]=1[O:10][CH:11]([F:13])[F:12].[C:36](N1C=CN=C1)([N:38]1C=CN=[CH:39]1)=O.CNC.O. Product: [F:1][CH:2]([F:35])[O:3][C:4]1[CH:5]=[C:6]([CH:14]([N:19]2[C:20](=[O:34])[C:21]3[C:26](=[CH:25][CH:24]=[CH:23][C:22]=3[NH:28][C:29]([CH:31]3[CH2:32][CH2:33]3)=[O:30])[CH2:27]2)[CH2:15][C:16](=[O:17])[N:38]([CH3:39])[CH3:36])[CH:7]=[CH:8][C:9]=1[O:10][CH:11]([F:12])[F:13]. The catalyst class is: 7. (5) Reactant: [Br:1][C:2]1[N:7]=[CH:6][C:5]2[NH:8][C:9](=[O:23])[N:10]([C:11]([CH3:22])([CH3:21])[CH2:12][O:13][Si](C(C)(C)C)(C)C)[C:4]=2[CH:3]=1.[F-].C([N+](CCCC)(CCCC)CCCC)CCC. Product: [Br:1][C:2]1[N:7]=[CH:6][C:5]2[NH:8][C:9](=[O:23])[N:10]([C:11]([CH3:21])([CH3:22])[CH2:12][OH:13])[C:4]=2[CH:3]=1. The catalyst class is: 30. (6) Reactant: Cl[C:2]1[N:7]=[N:6][C:5]([NH2:8])=[CH:4][CH:3]=1.[C:9]1(B(O)O)[CH:14]=[CH:13][CH:12]=[CH:11][CH:10]=1.CC(C1C=C(C(C)C)C(C2C=CC=CC=2P(C2CCCCC2)C2CCCCC2)=C(C(C)C)C=1)C.C([O-])([O-])=O.[Na+].[Na+]. Product: [C:9]1([C:2]2[N:7]=[N:6][C:5]([NH2:8])=[CH:4][CH:3]=2)[CH:14]=[CH:13][CH:12]=[CH:11][CH:10]=1. The catalyst class is: 333.